Dataset: Catalyst prediction with 721,799 reactions and 888 catalyst types from USPTO. Task: Predict which catalyst facilitates the given reaction. (1) Reactant: Br[C:2]1[CH:3]=[N:4][CH:5]=[C:6]([Br:8])[CH:7]=1.[Li]CCCC.CN([CH:17]=[O:18])C. Product: [Br:8][C:6]1[CH:7]=[C:2]([CH:17]=[O:18])[CH:3]=[N:4][CH:5]=1. The catalyst class is: 28. (2) Product: [I:8][C:14]1[C:13]2[C:18](=[CH:19][CH:20]=[C:11]([O:10][CH3:9])[CH:12]=2)[C:17]([OH:21])=[N:16][CH:15]=1. The catalyst class is: 23. Reactant: C1C(=O)N([I:8])C(=O)C1.[CH3:9][O:10][C:11]1[CH:12]=[C:13]2[C:18](=[CH:19][CH:20]=1)[C:17]([OH:21])=[N:16][CH:15]=[CH:14]2. (3) Reactant: Cl[C:2]1[CH:7]=[C:6]([O:8][C:9]2[C:18]3[C:13](=[CH:14][CH:15]=[CH:16][CH:17]=3)[C:12]([NH:19][C:20](=[O:26])[O:21][C:22]([CH3:25])([CH3:24])[CH3:23])=[CH:11][CH:10]=2)[CH:5]=[CH:4][N:3]=1.[NH2:27][C:28]1[CH:33]=[CH:32][C:31]([P:34]([CH3:39])(=[O:38])[O:35][CH2:36][CH3:37])=[C:30]([N:40]([CH3:42])[CH3:41])[CH:29]=1.C(=O)([O-])[O-].[K+].[K+]. Product: [CH3:42][N:40]([CH3:41])[C:30]1[CH:29]=[C:28]([NH:27][C:2]2[CH:7]=[C:6]([O:8][C:9]3[C:18]4[C:13](=[CH:14][CH:15]=[CH:16][CH:17]=4)[C:12]([NH:19][C:20](=[O:26])[O:21][C:22]([CH3:24])([CH3:25])[CH3:23])=[CH:11][CH:10]=3)[CH:5]=[CH:4][N:3]=2)[CH:33]=[CH:32][C:31]=1[P:34]([O:35][CH2:36][CH3:37])([CH3:39])=[O:38]. The catalyst class is: 85. (4) Reactant: [O:1]=[C:2]1[CH2:10][C:9]2[C:4](=[CH:5][C:6]([NH:11][C:12](=[O:19])[C:13]3[CH:18]=[CH:17][CH:16]=[CH:15][CH:14]=3)=[CH:7][CH:8]=2)[NH:3]1.[NH:20]1[CH:24]=[CH:23][CH:22]=[C:21]1[CH:25]=O. Product: [O:1]=[C:2]1[C:10](=[CH:25][C:21]2[NH:20][CH:24]=[CH:23][CH:22]=2)[C:9]2[C:4](=[CH:5][C:6]([NH:11][C:12](=[O:19])[C:13]3[CH:14]=[CH:15][CH:16]=[CH:17][CH:18]=3)=[CH:7][CH:8]=2)[NH:3]1. The catalyst class is: 360. (5) Product: [CH3:16][O:15][C:13]([CH:12]1[N:11]([CH2:17][C:18]2[CH:23]=[CH:22][C:21]([O:24][CH3:25])=[CH:20][C:19]=2[O:26][CH3:27])[CH2:10][C:9]2[C:8]([Br:28])=[CH:7][S:6][C:5]=2[C:3]1=[O:2])=[O:14]. Reactant: C[O:2][C:3]([C:5]1[S:6][CH:7]=[C:8]([Br:28])[C:9]=1[CH2:10][N:11]([CH2:17][C:18]1[CH:23]=[CH:22][C:21]([O:24][CH3:25])=[CH:20][C:19]=1[O:26][CH3:27])[CH2:12][C:13]([O:15][CH3:16])=[O:14])=O.CC(C)([O-])C.[K+]. The catalyst class is: 1. (6) Reactant: [CH3:1][O:2][C:3](=[O:15])[CH2:4][C:5]1[CH:10]=[CH:9][CH:8]=[CH:7][C:6]=1[NH:11][C:12]([S-:14])=[S:13].C([NH+](CC)CC)C.C(N(CC)CC)C.Br[CH2:31][C:32]([C:34]1[CH:39]=[CH:38][C:37]([Br:40])=[CH:36][CH:35]=1)=[O:33].Cl. Product: [O:33]=[C:32]([C:34]1[CH:39]=[CH:38][C:37]([Br:40])=[CH:36][CH:35]=1)[CH2:31][S:13][C:12]([NH:11][C:6]1[CH:7]=[CH:8][CH:9]=[CH:10][C:5]=1[CH2:4][C:3]([O:2][CH3:1])=[O:15])=[S:14]. The catalyst class is: 22.